Task: Predict the reaction yield, written as a fraction of the theoretical maximum amount of product (1.0 means a 100% yield; for example, 0.34 means a 34% yield).. Dataset: Reaction yield outcomes from USPTO patents with 853,638 reactions (1) The reactants are C1N=CN([C:6]([N:8]2C=[N:11][CH:10]=[CH:9]2)=[S:7])C=1.N1C=CN=C1.[CH2:18]([O:20][C:21]([C:23]1[C:28]([O:29][CH2:30][CH3:31])=[C:27]([N:32]2[CH2:37][CH2:36][O:35][CH2:34][CH2:33]2)[N:26]=[C:25]([C:38]2[CH:43]=[CH:42][C:41]([NH2:44])=[CH:40][CH:39]=2)[N:24]=1)=[O:22])[CH3:19].[C:45]1(N)[C:46](N)=CC=[CH:49][CH:50]=1. The catalyst is CC#N. The product is [CH2:18]([O:20][C:21]([C:23]1[C:28]([O:29][CH2:30][CH3:31])=[C:27]([N:32]2[CH2:33][CH2:34][O:35][CH2:36][CH2:37]2)[N:26]=[C:25]([C:38]2[CH:39]=[CH:40][C:41]([NH:44][C:6]([NH:8][C:9]3[CH:49]=[CH:50][CH:45]=[CH:46][C:10]=3[NH2:11])=[S:7])=[CH:42][CH:43]=2)[N:24]=1)=[O:22])[CH3:19]. The yield is 0.290. (2) The reactants are [CH3:1][N:2]1[C:6]([C:7]2[CH:8]=[C:9]([C:15]([O:17]C)=[O:16])[S:10][C:11]=2[CH2:12][CH2:13][CH3:14])=[C:5]([CH3:19])[CH:4]=[N:3]1.[OH-].[Na+]. The catalyst is O1CCCC1. The product is [CH3:1][N:2]1[C:6]([C:7]2[CH:8]=[C:9]([C:15]([OH:17])=[O:16])[S:10][C:11]=2[CH2:12][CH2:13][CH3:14])=[C:5]([CH3:19])[CH:4]=[N:3]1. The yield is 1.00. (3) The catalyst is C(O)(C(F)(F)F)=O.C(Cl)Cl. The reactants are [F:1][CH:2]([CH2:16][CH2:17][N:18]1[CH:22]=[C:21]([C:23]([O:25][CH3:26])=[O:24])[N:20]=[N:19]1)[CH2:3][N:4]1[CH:8]=[C:7]([C:9]([O:11]C(C)(C)C)=[O:10])[N:6]=[N:5]1. The yield is 0.640. The product is [F:1][CH:2]([CH2:16][CH2:17][N:18]1[CH:22]=[C:21]([C:23]([O:25][CH3:26])=[O:24])[N:20]=[N:19]1)[CH2:3][N:4]1[CH:8]=[C:7]([C:9]([OH:11])=[O:10])[N:6]=[N:5]1. (4) The reactants are [CH3:1][O:2][C:3]1[C:12]([O:13][CH3:14])=[C:11]([O:15][CH3:16])[CH:10]=[C:9]2[C:4]=1[C:5]([C:18]1[CH:23]=[CH:22][CH:21]=[CH:20][CH:19]=1)=[N:6][C:7](O)=[N:8]2.P(Cl)(Cl)([Cl:26])=O.[OH-].[Na+]. No catalyst specified. The product is [Cl:26][C:7]1[N:6]=[C:5]([C:18]2[CH:23]=[CH:22][CH:21]=[CH:20][CH:19]=2)[C:4]2[C:9](=[CH:10][C:11]([O:15][CH3:16])=[C:12]([O:13][CH3:14])[C:3]=2[O:2][CH3:1])[N:8]=1. The yield is 0.110.